The task is: Predict the reactants needed to synthesize the given product.. This data is from Full USPTO retrosynthesis dataset with 1.9M reactions from patents (1976-2016). (1) Given the product [OH:13][C:14]([C:19]1[NH:10][C:6]2[CH:7]=[CH:8][CH:9]=[C:4]([C:3]([OH:2])=[O:12])[C:5]=2[N:11]=1)([CH3:18])[CH3:15], predict the reactants needed to synthesize it. The reactants are: C[O:2][C:3](=[O:12])[C:4]1[CH:9]=[CH:8][CH:7]=[C:6]([NH2:10])[C:5]=1[NH2:11].[OH:13][C:14]([CH3:19])([CH3:18])[C:15](O)=O.[OH-].[Na+]. (2) Given the product [CH:36]1([N:29]2[CH2:30][C@@H:31]([CH2:32][CH:33]([CH3:35])[CH3:34])[N:27]([CH:24]3[CH2:25][CH2:26][N:21]([CH2:20][C:17]4[CH:18]=[CH:19][C:14]([O:13][C:10]5[CH:11]=[CH:12][C:7]([C:6]([OH:44])=[O:5])=[CH:8][CH:9]=5)=[N:15][C:16]=4[CH2:42][CH3:43])[CH2:22][CH2:23]3)[C:28]2=[O:41])[CH2:40][CH2:39][CH2:38][CH2:37]1, predict the reactants needed to synthesize it. The reactants are: C([O:5][C:6](=[O:44])[C:7]1[CH:12]=[CH:11][C:10]([O:13][C:14]2[CH:19]=[CH:18][C:17]([CH2:20][N:21]3[CH2:26][CH2:25][CH:24]([N:27]4[C@H:31]([CH2:32][CH:33]([CH3:35])[CH3:34])[CH2:30][N:29]([CH:36]5[CH2:40][CH2:39][CH2:38][CH2:37]5)[C:28]4=[O:41])[CH2:23][CH2:22]3)=[C:16]([CH2:42][CH3:43])[N:15]=2)=[CH:9][CH:8]=1)(C)(C)C.C(O)(C(F)(F)F)=O. (3) The reactants are: COC(C1[CH:14]=[C:13](O)[C:12]2[C:7](=[C:8](OCC3C=CC=CC=3)[CH:9]=[C:10](Br)[CH:11]=2)N=1)=O.[CH3:25][O:26][C:27]([C:29]1[CH:38]=[C:37]([O:39][CH2:40][C:41]2[CH:46]=[CH:45][CH:44]=[CH:43][CH:42]=2)[C:36]2[C:31](=[C:32]([N+:48]([O-:50])=[O:49])[CH:33]=[CH:34][C:35]=2Br)[N:30]=1)=[O:28]. Given the product [CH3:25][O:26][C:27]([C:29]1[CH:38]=[C:37]([O:39][CH2:40][C:41]2[CH:46]=[CH:45][CH:44]=[CH:43][CH:42]=2)[C:36]2[C:31](=[C:32]([N+:48]([O-:50])=[O:49])[CH:33]=[CH:34][C:35]=2[C:14]#[C:13][C:12]2[CH:7]=[CH:8][CH:9]=[CH:10][CH:11]=2)[N:30]=1)=[O:28], predict the reactants needed to synthesize it. (4) Given the product [ClH:35].[ClH:35].[CH2:27]([N:21]([CH2:22][CH2:23][N:24]([CH3:26])[CH3:25])[C:20](=[O:34])[CH2:19][NH:18][C:14]1[CH:13]=[CH:12][CH:11]=[C:10]2[C:15]=1[CH2:16][CH2:17][NH:8][CH2:9]2)[C:28]1[CH:33]=[CH:32][CH:31]=[CH:30][CH:29]=1, predict the reactants needed to synthesize it. The reactants are: C(OC([N:8]1[CH2:17][CH2:16][C:15]2[C:10](=[CH:11][CH:12]=[CH:13][C:14]=2[NH:18][CH2:19][C:20](=[O:34])[N:21]([CH2:27][C:28]2[CH:33]=[CH:32][CH:31]=[CH:30][CH:29]=2)[CH2:22][CH2:23][N:24]([CH3:26])[CH3:25])[CH2:9]1)=O)(C)(C)C.[ClH:35]. (5) Given the product [C:15]([CH2:14][CH2:13][CH2:12][CH2:11][N:10]([CH2:19][C:20]1[CH:21]=[CH:22][C:23]([C:24]([OH:26])=[O:25])=[CH:28][CH:29]=1)[CH2:9][CH2:8][C:7]1[CH:30]=[CH:31][CH:32]=[CH:33][C:6]=1[O:5][CH2:4][C:3]1[CH:34]=[CH:35][CH:36]=[CH:37][C:2]=1[Cl:1])([OH:17])=[O:16], predict the reactants needed to synthesize it. The reactants are: [Cl:1][C:2]1[CH:37]=[CH:36][CH:35]=[CH:34][C:3]=1[CH2:4][O:5][C:6]1[CH:33]=[CH:32][CH:31]=[CH:30][C:7]=1[CH2:8][CH2:9][N:10]([CH2:19][C:20]1[CH:29]=[CH:28][C:23]([C:24]([O:26]C)=[O:25])=[CH:22][CH:21]=1)[CH2:11][CH2:12][CH2:13][CH2:14][C:15]([O:17]C)=[O:16].O.[OH-].[Na+].